Dataset: Reaction yield outcomes from USPTO patents with 853,638 reactions. Task: Predict the reaction yield, written as a fraction of the theoretical maximum amount of product (1.0 means a 100% yield; for example, 0.34 means a 34% yield). (1) The reactants are CO[Na].[CH:4](=[NH:6])[NH2:5].[Cl:7][CH:8]([C:14](=O)[CH3:15])[C:9](OCC)=[O:10]. The catalyst is CO. The product is [OH:10][C:9]1[C:8]([Cl:7])=[C:14]([CH3:15])[N:5]=[CH:4][N:6]=1. The yield is 0.660. (2) The reactants are [O:1]=[C:2]1[C:8]2[CH:9]=[CH:10][N:11]=[CH:12][C:7]=2[O:6][C:5]2[CH:13]=[CH:14][CH:15]=[CH:16][C:4]=2[N:3]1[CH2:17][CH2:18][O:19][C:20]1[CH:29]=[CH:28][C:23]([C:24]([O:26][CH3:27])=[O:25])=[CH:22][CH:21]=1.[CH3:30]I. The yield is 0.510. The product is [CH3:30][N:11]1[CH2:10][CH2:9][C:8]2[C:2](=[O:1])[N:3]([CH2:17][CH2:18][O:19][C:20]3[CH:21]=[CH:22][C:23]([C:24]([O:26][CH3:27])=[O:25])=[CH:28][CH:29]=3)[C:4]3[CH:16]=[CH:15][CH:14]=[CH:13][C:5]=3[O:6][C:7]=2[CH2:12]1. The catalyst is CC(C)=O.